Task: Predict the product of the given reaction.. Dataset: Forward reaction prediction with 1.9M reactions from USPTO patents (1976-2016) (1) Given the reactants [CH:1]1([CH2:7][C@H:8]([NH:11][C:12](=[O:18])[O:13][C:14]([CH3:17])([CH3:16])[CH3:15])[CH2:9][OH:10])[CH2:6][CH2:5][CH2:4][CH2:3][CH2:2]1.C(N(CC)CC)C.[CH3:26][S:27](Cl)(=[O:29])=[O:28], predict the reaction product. The product is: [CH3:26][S:27]([O:10][CH2:9][C@@H:8]([NH:11][C:12]([O:13][C:14]([CH3:15])([CH3:17])[CH3:16])=[O:18])[CH2:7][CH:1]1[CH2:2][CH2:3][CH2:4][CH2:5][CH2:6]1)(=[O:29])=[O:28]. (2) Given the reactants C([O:3][C:4]([C:6]1[C:15]2[C:10](=[CH:11][C:12]([O:18][CH3:19])=[C:13]([O:16][CH3:17])[CH:14]=2)[C:9]([CH2:20][C:21]2[CH:26]=[CH:25][CH:24]=[C:23]([O:27][CH3:28])[CH:22]=2)=[N:8][CH:7]=1)=O)C.[H-].[Al+3].[Li+].[H-].[H-].[H-], predict the reaction product. The product is: [CH3:28][O:27][C:23]1[CH:22]=[C:21]([CH:26]=[CH:25][CH:24]=1)[CH2:20][C:9]1[C:10]2[C:15](=[CH:14][C:13]([O:16][CH3:17])=[C:12]([O:18][CH3:19])[CH:11]=2)[C:6]([CH2:4][OH:3])=[CH:7][N:8]=1.